Dataset: Forward reaction prediction with 1.9M reactions from USPTO patents (1976-2016). Task: Predict the product of the given reaction. (1) Given the reactants Cl[C:2]1[CH:3]=[CH:4][C:5]2[N:6]=[CH:7][N:8]=[C:9]([S:12][CH:13]3[CH2:18][CH2:17][CH2:16][CH2:15][CH2:14]3)[C:10]=2[N:11]=1.Cl[C:20]1[CH:25]=[C:24](Cl)[CH:23]=[CH:22][C:21]=1[S:27]([NH:30][C:31]1[CH:32]=[N:33][CH:34]=[C:35](C2C=CC3N=CN=C(OC4CCOCC4)C=3N=2)[CH:36]=1)(=[O:29])=[O:28].C(=O)(O)[O-].[Na+], predict the reaction product. The product is: [CH:13]1([S:12][C:9]2[C:10]3[N:11]=[C:2]([C:35]4[CH:36]=[C:31]([NH:30][S:27]([C:21]5[CH:20]=[CH:25][CH:24]=[CH:23][CH:22]=5)(=[O:28])=[O:29])[CH:32]=[N:33][CH:34]=4)[CH:3]=[CH:4][C:5]=3[N:6]=[CH:7][N:8]=2)[CH2:18][CH2:17][CH2:16][CH2:15][CH2:14]1. (2) Given the reactants [C:1]1([CH2:7][CH2:8][CH2:9][NH:10][C:11]2[C:20]3[C:15](=[CH:16][C:17]([O:21][CH2:22][CH2:23]Cl)=[CH:18][CH:19]=3)[N:14]=[CH:13][N:12]=2)[CH:6]=[CH:5][CH:4]=[CH:3][CH:2]=1.C([O-])([O-])=O.[K+].[K+].[N+](C1C=CC=CC=1S(N[CH:44]([CH2:57]C)[CH2:45][NH:46][C:47]1[C:56]2[C:51](=[CH:52][CH:53]=[CH:54][CH:55]=2)[N:50]=[CH:49][CH:48]=1)(=O)=O)([O-])=O.[C:59]1(S)[CH:64]=[CH:63][CH:62]=[CH:61][CH:60]=1.[CH3:66][N:67](C=O)[CH3:68], predict the reaction product. The product is: [N:46]1[C:64]2[C:59](=[CH:60][CH:61]=[CH:62][CH:63]=2)[C:49]([NH:50][CH:51]([CH3:56])[CH2:52][NH:67][CH2:66][CH2:23][CH2:22][O:21][C:17]2[CH:16]=[C:15]3[C:20]([C:11]([NH:10][CH2:9][CH2:8][CH2:7][C:1]4[CH:6]=[CH:5][CH:4]=[CH:3][CH:2]=4)=[N:12][CH:13]=[N:14]3)=[CH:19][CH:18]=2)=[CH:48][CH:47]=1.[N:50]1[C:51]2[C:56](=[CH:55][CH:54]=[CH:53][CH:52]=2)[C:47]([NH:46][CH:45]([CH2:44][CH3:57])[CH2:66][NH:67][CH2:68][CH2:23][CH2:22][O:21][C:17]2[CH:16]=[C:15]3[C:20]([C:11]([NH:10][CH2:9][CH2:8][CH2:7][C:1]4[CH:6]=[CH:5][CH:4]=[CH:3][CH:2]=4)=[N:12][CH:13]=[N:14]3)=[CH:19][CH:18]=2)=[CH:48][CH:49]=1.